This data is from Peptide-MHC class I binding affinity with 185,985 pairs from IEDB/IMGT. The task is: Regression. Given a peptide amino acid sequence and an MHC pseudo amino acid sequence, predict their binding affinity value. This is MHC class I binding data. (1) The peptide sequence is NTPECPDDQR. The MHC is HLA-A68:01 with pseudo-sequence HLA-A68:01. The binding affinity (normalized) is 0.513. (2) The peptide sequence is RGYVFQGL. The MHC is HLA-A23:01 with pseudo-sequence HLA-A23:01. The binding affinity (normalized) is 0. (3) The peptide sequence is TLTAALLLLV. The MHC is HLA-A02:03 with pseudo-sequence HLA-A02:03. The binding affinity (normalized) is 0.852. (4) The peptide sequence is EVFEIIRSY. The MHC is HLA-A02:11 with pseudo-sequence HLA-A02:11. The binding affinity (normalized) is 0.0847. (5) The peptide sequence is VLDQLRCNGV. The MHC is HLA-A02:03 with pseudo-sequence HLA-A02:03. The binding affinity (normalized) is 0.620. (6) The peptide sequence is IMAYVNQAHH. The MHC is HLA-A11:01 with pseudo-sequence HLA-A11:01. The binding affinity (normalized) is 0. (7) The peptide sequence is RRYRRIYDL. The MHC is HLA-C07:01 with pseudo-sequence HLA-C07:01. The binding affinity (normalized) is 0.738. (8) The peptide sequence is GIYHDICEI. The MHC is HLA-A02:12 with pseudo-sequence HLA-A02:12. The binding affinity (normalized) is 0.455. (9) The MHC is HLA-A30:01 with pseudo-sequence HLA-A30:01. The binding affinity (normalized) is 0.657. The peptide sequence is RAAHRRQSV.